From a dataset of NCI-60 drug combinations with 297,098 pairs across 59 cell lines. Regression. Given two drug SMILES strings and cell line genomic features, predict the synergy score measuring deviation from expected non-interaction effect. (1) Drug 1: CC1CCCC2(C(O2)CC(NC(=O)CC(C(C(=O)C(C1O)C)(C)C)O)C(=CC3=CSC(=N3)C)C)C. Drug 2: CC1C(C(CC(O1)OC2CC(CC3=C2C(=C4C(=C3O)C(=O)C5=CC=CC=C5C4=O)O)(C(=O)C)O)N)O. Cell line: BT-549. Synergy scores: CSS=34.4, Synergy_ZIP=-4.19, Synergy_Bliss=-5.20, Synergy_Loewe=-2.95, Synergy_HSA=-3.09. (2) Drug 1: CS(=O)(=O)CCNCC1=CC=C(O1)C2=CC3=C(C=C2)N=CN=C3NC4=CC(=C(C=C4)OCC5=CC(=CC=C5)F)Cl. Drug 2: CN1C2=C(C=C(C=C2)N(CCCl)CCCl)N=C1CCCC(=O)O.Cl. Cell line: UO-31. Synergy scores: CSS=8.47, Synergy_ZIP=-2.81, Synergy_Bliss=-1.96, Synergy_Loewe=-17.3, Synergy_HSA=-5.09.